Dataset: Reaction yield outcomes from USPTO patents with 853,638 reactions. Task: Predict the reaction yield, written as a fraction of the theoretical maximum amount of product (1.0 means a 100% yield; for example, 0.34 means a 34% yield). The reactants are [Cl-].O[NH3+:3].[C:4](=[O:7])([O-])[OH:5].[Na+].CS(C)=O.[OH:13][C:14]1([CH2:18][O:19][C@H:20]2[CH2:25][CH2:24][C@H:23]([N:26]3[C:31](=[O:32])[C:30]([CH2:33][C:34]4[CH:39]=[CH:38][C:37]([C:40]5[C:41]([C:46]#[N:47])=[CH:42][CH:43]=[CH:44][CH:45]=5)=[CH:36][CH:35]=4)=[C:29]([CH2:48][CH2:49][CH3:50])[N:28]4[N:51]=[CH:52][N:53]=[C:27]34)[CH2:22][CH2:21]2)[CH2:17][CH2:16][CH2:15]1. The catalyst is O.C(OCC)(=O)C. The product is [OH:13][C:14]1([CH2:18][O:19][C@H:20]2[CH2:21][CH2:22][C@H:23]([N:26]3[C:31](=[O:32])[C:30]([CH2:33][C:34]4[CH:35]=[CH:36][C:37]([C:40]5[CH:45]=[CH:44][CH:43]=[CH:42][C:41]=5[C:46]5[NH:3][C:4](=[O:7])[O:5][N:47]=5)=[CH:38][CH:39]=4)=[C:29]([CH2:48][CH2:49][CH3:50])[N:28]4[N:51]=[CH:52][N:53]=[C:27]34)[CH2:24][CH2:25]2)[CH2:17][CH2:16][CH2:15]1. The yield is 0.460.